This data is from M1 muscarinic receptor antagonist screen with 61,756 compounds. The task is: Binary Classification. Given a drug SMILES string, predict its activity (active/inactive) in a high-throughput screening assay against a specified biological target. (1) The drug is S(c1n(nnn1)CCCC)CC(=O)Nc1cc2OCCOc2cc1. The result is 0 (inactive). (2) The compound is OC(CN1CCN(CC1)CCO)COc1cc(c(C(C)C)cc1)C. The result is 0 (inactive). (3) The molecule is Clc1c(CN2CCc3sccc3C2)cccc1. The result is 0 (inactive). (4) The drug is Clc1ccc(Sc2c(n(CCC)c(=O)n(CCC)c2=O)N)cc1. The result is 0 (inactive). (5) The drug is Clc1cc(S(=O)(=O)NC2CCCCC2)ccc1OCC(=O)NCC1OCCC1. The result is 0 (inactive). (6) The result is 0 (inactive). The drug is n1(c(nc2c1ccnc2)Cc1cccnc1)c1ccccc1. (7) The molecule is o1c(c(c(c1C)C(O)=O)COc1ccc(cc1)C(O)=O)C. The result is 0 (inactive). (8) The molecule is o1c(C(N(Cc2ccc(OC)cc2)C(=O)Cn2nnc3c2cccc3)C(=O)NCCOC)ccc1C. The result is 0 (inactive). (9) The drug is S=c1nc(n(c2CC(OCc12)(C)C)CCCN1CCOCC1)c1ccccc1. The result is 0 (inactive). (10) The molecule is S(=O)(=O)(N1CCC(CC1)C(=O)N)c1cc(S(=O)(=O)N2CCCCC2)ccc1. The result is 0 (inactive).